This data is from Full USPTO retrosynthesis dataset with 1.9M reactions from patents (1976-2016). The task is: Predict the reactants needed to synthesize the given product. Given the product [Cl:1][C:2]1[CH:3]=[C:4]([NH:9][C:10]([N:12]2[CH2:17][CH2:16][N:15]([CH2:18][C@@H:19]3[CH2:24][CH2:23][CH2:22][N:21]([CH2:26][CH3:27])[CH2:20]3)[CH2:14][CH2:13]2)=[O:11])[CH:5]=[CH:6][C:7]=1[Cl:8], predict the reactants needed to synthesize it. The reactants are: [Cl:1][C:2]1[CH:3]=[C:4]([NH:9][C:10]([N:12]2[CH2:17][CH2:16][N:15]([CH2:18][C@@H:19]3[CH2:24][CH2:23][CH2:22][NH:21][CH2:20]3)[CH2:14][CH2:13]2)=[O:11])[CH:5]=[CH:6][C:7]=1[Cl:8].Br[CH2:26][CH3:27].C(=O)([O-])[O-].[K+].[K+].